From a dataset of Forward reaction prediction with 1.9M reactions from USPTO patents (1976-2016). Predict the product of the given reaction. Given the reactants F[C:2]1[CH:9]=[C:8]([N:10]2[C:18]3[CH2:17][C:16]([CH3:20])([CH3:19])[CH2:15][C:14](=[O:21])[C:13]=3[C:12]([CH3:22])=[N:11]2)[CH:7]=[CH:6][C:3]=1[C:4]#[N:5].[NH2:23][CH2:24][CH2:25][CH2:26][O:27][CH2:28][CH2:29][O:30][CH2:31][CH2:32][O:33][CH2:34][CH2:35][O:36][CH2:37][CH2:38][O:39][CH2:40][CH2:41][CH2:42][NH2:43].C(N(C(C)C)CC)(C)C.[OH:53]O, predict the reaction product. The product is: [NH2:43][CH2:42][CH2:41][CH2:40][O:39][CH2:38][CH2:37][O:36][CH2:35][CH2:34][O:33][CH2:32][CH2:31][O:30][CH2:29][CH2:28][O:27][CH2:26][CH2:25][CH2:24][NH:23][C:2]1[CH:9]=[C:8]([N:10]2[C:18]3[CH2:17][C:16]([CH3:20])([CH3:19])[CH2:15][C:14](=[O:21])[C:13]=3[C:12]([CH3:22])=[N:11]2)[CH:7]=[CH:6][C:3]=1[C:4]([NH2:5])=[O:53].